From a dataset of Forward reaction prediction with 1.9M reactions from USPTO patents (1976-2016). Predict the product of the given reaction. (1) Given the reactants [CH3:1][C:2]1[C:3]([CH:13]=[O:14])=[CH:4][NH:5][C:6]=1[C:7]1[CH:12]=[CH:11][CH:10]=[CH:9][CH:8]=1.[H-].[Na+].C1OCCOCCOCCOCCOC1.Cl.[N:33]1[CH:38]=[CH:37][CH:36]=[C:35]([S:39](Cl)(=[O:41])=[O:40])[CH:34]=1, predict the reaction product. The product is: [CH3:1][C:2]1[C:3]([CH:13]=[O:14])=[CH:4][N:5]([S:39]([C:35]2[CH:34]=[N:33][CH:38]=[CH:37][CH:36]=2)(=[O:41])=[O:40])[C:6]=1[C:7]1[CH:12]=[CH:11][CH:10]=[CH:9][CH:8]=1. (2) Given the reactants [Br:1][C:2]1[CH:24]=[CH:23][C:22]([F:25])=[CH:21][C:3]=1[O:4][C:5]1[CH:20]=[CH:19][C:8]([C:9]([NH:11][CH:12]([CH2:17][OH:18])[C:13]([O:15][CH3:16])=[O:14])=O)=[CH:7][CH:6]=1.C1(P(C2C=CC=CC=2)C2C=CC=CC=2)C=CC=CC=1.CCN(C(C)C)C(C)C.C([O-])(O)=O.[Na+], predict the reaction product. The product is: [Br:1][C:2]1[CH:24]=[CH:23][C:22]([F:25])=[CH:21][C:3]=1[O:4][C:5]1[CH:6]=[CH:7][C:8]([C:9]2[O:18][CH2:17][CH:12]([C:13]([O:15][CH3:16])=[O:14])[N:11]=2)=[CH:19][CH:20]=1. (3) Given the reactants [NH2:1][C:2]1[CH:7]=[CH:6][C:5]([N:8]2[C:14](=[O:15])[CH2:13][C:12](=[O:16])[NH:11][C:10]3[C:17]4[C:22]([CH:23]=[CH:24][C:9]2=3)=[CH:21][CH:20]=[CH:19][CH:18]=4)=[CH:4][CH:3]=1.[OH:25][C:26]1[C:27]([C:32](O)=[O:33])=[N:28][CH:29]=[CH:30][CH:31]=1.C(N(CC)CC)C.F[P-](F)(F)(F)(F)F.N1(OC(N(C)C)=[N+](C)C)C2N=CC=CC=2N=N1, predict the reaction product. The product is: [OH:25][C:26]1[C:27]([C:32]([NH:1][C:2]2[CH:7]=[CH:6][C:5]([N:8]3[C:14](=[O:15])[CH2:13][C:12](=[O:16])[NH:11][C:10]4[C:17]5[C:22]([CH:23]=[CH:24][C:9]3=4)=[CH:21][CH:20]=[CH:19][CH:18]=5)=[CH:4][CH:3]=2)=[O:33])=[N:28][CH:29]=[CH:30][CH:31]=1. (4) Given the reactants [C:1]1([C:7]2[NH:8][CH:9]=[CH:10][C:11]=2[C:12]([N:14]2[CH2:19][CH2:18][N:17]([C:20]3[CH:21]=[C:22]([CH:25]=[CH:26][CH:27]=3)[C:23]#[N:24])[CH2:16][CH2:15]2)=[O:13])[CH:6]=[CH:5][CH:4]=[CH:3][CH:2]=1.[H-].[Na+].Br[CH2:31][CH2:32][O:33][Si:34]([C:37]([CH3:40])([CH3:39])[CH3:38])([CH3:36])[CH3:35], predict the reaction product. The product is: [Si:34]([O:33][CH:32]([N:8]1[CH:9]=[CH:10][C:11]([C:12]([N:14]2[CH2:19][CH2:18][N:17]([C:20]3[CH:21]=[C:22]([CH:25]=[CH:26][CH:27]=3)[C:23]#[N:24])[CH2:16][CH2:15]2)=[O:13])=[C:7]1[C:1]1[CH:6]=[CH:5][CH:4]=[CH:3][CH:2]=1)[CH3:31])([C:37]([CH3:40])([CH3:39])[CH3:38])([CH3:36])[CH3:35]. (5) The product is: [Cl:15][C:16]1[CH:17]=[CH:18][C:19]2[N:20]([C:2]([C:3]([C:5]3[CH:6]=[C:7]4[C:12](=[CH:13][CH:14]=3)[N:11]=[CH:10][CH:9]=[CH:8]4)=[O:4])=[CH:23][N:22]=2)[N:21]=1. Given the reactants Br[CH2:2][C:3]([C:5]1[CH:6]=[C:7]2[C:12](=[CH:13][CH:14]=1)[N:11]=[CH:10][CH:9]=[CH:8]2)=[O:4].[Cl:15][C:16]1[N:21]=[N:20][C:19](/[N:22]=[CH:23]/N(C)C)=[CH:18][CH:17]=1.CN(C=O)C, predict the reaction product. (6) The product is: [I:24][C:21]1[C:15]2[C:16](=[N:17][CH:18]=[C:13]([C:5]3[CH:6]=[C:7]([O:11][CH3:12])[C:8]([O:9][CH3:10])=[C:3]([O:2][CH3:1])[CH:4]=3)[N:14]=2)[NH:19][CH:20]=1. Given the reactants [CH3:1][O:2][C:3]1[CH:4]=[C:5]([C:13]2[N:14]=[C:15]3[CH:21]=[CH:20][NH:19][C:16]3=[N:17][CH:18]=2)[CH:6]=[C:7]([O:11][CH3:12])[C:8]=1[O:9][CH3:10].[OH-].[K+].[I:24]I.S([O-])([O-])(=O)=S.[Na+].[Na+], predict the reaction product.